Dataset: Catalyst prediction with 721,799 reactions and 888 catalyst types from USPTO. Task: Predict which catalyst facilitates the given reaction. (1) Reactant: [CH2:1](Br)[C:2]1[CH:7]=[CH:6][CH:5]=[CH:4][CH:3]=1.[NH:9]1[CH:13]=[C:12]([S-:14])[N:11]=[N:10]1.[Na+]. Product: [CH2:1]([S:14][C:12]1[N:11]=[N:10][NH:9][CH:13]=1)[C:2]1[CH:7]=[CH:6][CH:5]=[CH:4][CH:3]=1. The catalyst class is: 162. (2) The catalyst class is: 479. Product: [CH2:27]([O:26][C:24]([C:23]1[C:16]([C:13]2[CH:12]=[CH:11][C:10]([F:9])=[CH:15][N:14]=2)=[N:17][O:18][CH:22]=1)=[O:25])[CH3:28]. Reactant: ClN1C(=O)CCC1=O.[F:9][C:10]1[CH:11]=[CH:12][C:13]([CH:16]=[N:17][OH:18])=[N:14][CH:15]=1.CN([CH:22]=[CH:23][C:24]([O:26][CH2:27][CH3:28])=[O:25])C.C(N(CC)CC)C.Cl.